This data is from Full USPTO retrosynthesis dataset with 1.9M reactions from patents (1976-2016). The task is: Predict the reactants needed to synthesize the given product. (1) Given the product [C:11]([NH:15][NH:16][C:6]1[C:5]([F:9])=[CH:4][N:3]=[C:2]([Cl:1])[N:7]=1)([CH3:14])([CH3:13])[CH3:12], predict the reactants needed to synthesize it. The reactants are: [Cl:1][C:2]1[N:7]=[C:6](Cl)[C:5]([F:9])=[CH:4][N:3]=1.Cl.[C:11]([NH:15][NH2:16])([CH3:14])([CH3:13])[CH3:12].C(N(CC)CC)C. (2) Given the product [CH2:1]([O:8][CH:9]1[CH2:14][CH2:13][C:12]([CH3:18])([C:15]([Cl:21])=[O:16])[CH2:11][CH2:10]1)[C:2]1[CH:7]=[CH:6][CH:5]=[CH:4][CH:3]=1, predict the reactants needed to synthesize it. The reactants are: [CH2:1]([O:8][CH:9]1[CH2:14][CH2:13][C:12]([CH3:18])([C:15](O)=[O:16])[CH2:11][CH2:10]1)[C:2]1[CH:7]=[CH:6][CH:5]=[CH:4][CH:3]=1.S(Cl)([Cl:21])=O. (3) Given the product [CH2:1]([NH:62][CH2:50][CH2:51][CH2:52][CH2:53][CH2:54][CH2:55][CH2:56][CH2:57][CH2:58][CH2:59][CH2:60][CH3:61])[CH2:2][CH2:3][CH2:4][CH2:5][CH2:6][CH2:7][CH2:8][CH2:9][CH2:10][CH2:11][CH3:12], predict the reactants needed to synthesize it. The reactants are: [CH2:1](O)[CH2:2][CH2:3][CH2:4][CH2:5][CH2:6][CH2:7][CH2:8][CH2:9][CH2:10][CH2:11][CH3:12].N.CC1C2COC(=O)C=2C(O[C@@H]2O[C@H](C(O)=O)[C@@H](O)[C@H](O)[C@H]2O)=C(C/C=C(/CCC(O)=O)\C)C=1OC.[CH2:50]([NH2:62])[CH2:51][CH2:52][CH2:53][CH2:54][CH2:55][CH2:56][CH2:57][CH2:58][CH2:59][CH2:60][CH3:61]. (4) Given the product [Si:20]([O:27][CH2:28][CH2:29][C@H:30]1[CH2:41][CH2:40][C:39]2[S:38][C:37]3[N:36]=[CH:35][N:34]=[C:33]([O:11][CH:8]4[CH2:9][CH2:10][C:5]([NH:12][C:13](=[O:19])[O:14][C:15]([CH3:18])([CH3:17])[CH3:16])([CH2:3][CH3:4])[CH2:6][CH2:7]4)[C:32]=3[C:31]1=2)([C:23]([CH3:26])([CH3:24])[CH3:25])([CH3:22])[CH3:21], predict the reactants needed to synthesize it. The reactants are: [H-].[Na+].[CH2:3]([C:5]1([NH:12][C:13](=[O:19])[O:14][C:15]([CH3:18])([CH3:17])[CH3:16])[CH2:10][CH2:9][CH:8]([OH:11])[CH2:7][CH2:6]1)[CH3:4].[Si:20]([O:27][CH2:28][CH2:29][C@H:30]1[CH2:41][CH2:40][C:39]2[S:38][C:37]3[N:36]=[CH:35][N:34]=[C:33](Cl)[C:32]=3[C:31]1=2)([C:23]([CH3:26])([CH3:25])[CH3:24])([CH3:22])[CH3:21].